Dataset: Full USPTO retrosynthesis dataset with 1.9M reactions from patents (1976-2016). Task: Predict the reactants needed to synthesize the given product. Given the product [F:1][C:2]([F:11])([F:10])[CH:3]1[CH2:8][CH2:7][C:6]([C:15]2[CH:16]=[CH:17][C:12]([OH:18])=[CH:13][CH:14]=2)([C:15]2[CH:16]=[CH:17][C:12]([OH:18])=[CH:13][CH:14]=2)[CH2:5][CH2:4]1, predict the reactants needed to synthesize it. The reactants are: [F:1][C:2]([F:11])([F:10])[CH:3]1[CH2:8][CH2:7][C:6](=O)[CH2:5][CH2:4]1.[C:12]1([OH:18])[CH:17]=[CH:16][CH:15]=[CH:14][CH:13]=1.